The task is: Predict which catalyst facilitates the given reaction.. This data is from Catalyst prediction with 721,799 reactions and 888 catalyst types from USPTO. (1) Reactant: [Cl:1][C:2]1[CH:7]=[CH:6][C:5]([NH:8][C:9]([C:11]2[CH:16]=[CH:15][C:14]([Cl:17])=[CH:13][C:12]=2[Cl:18])=[NH:10])=[CH:4][CH:3]=1.Cl[C:20](=[CH2:23])[C:21]#[N:22].C(N(CC)C(C)C)(C)C.N#N. Product: [Cl:1][C:2]1[CH:3]=[CH:4][C:5]([N:8]2[CH2:23][CH:20]([C:21]#[N:22])[N:10]=[C:9]2[C:11]2[CH:16]=[CH:15][C:14]([Cl:17])=[CH:13][C:12]=2[Cl:18])=[CH:6][CH:7]=1. The catalyst class is: 7. (2) Reactant: Cl.I[C:3]1[CH:4]=[CH:5][C:6]2[N:7]([CH:9]=[CH:10][N:11]=2)[CH:8]=1.COCCOC.[OH-].[Na+].CC1(C)C(C)(C)OB([C:28]2[CH:29]=[N:30][N:31]([CH:33]3[CH2:38][CH2:37][N:36]([C:39]([O:41][C:42]([CH3:45])([CH3:44])[CH3:43])=[O:40])[CH2:35][CH2:34]3)[CH:32]=2)O1. Product: [N:11]1[CH:10]=[CH:9][N:7]2[CH:8]=[C:3]([C:28]3[CH:29]=[N:30][N:31]([CH:33]4[CH2:34][CH2:35][N:36]([C:39]([O:41][C:42]([CH3:45])([CH3:44])[CH3:43])=[O:40])[CH2:37][CH2:38]4)[CH:32]=3)[CH:4]=[CH:5][C:6]=12. The catalyst class is: 189.